From a dataset of Full USPTO retrosynthesis dataset with 1.9M reactions from patents (1976-2016). Predict the reactants needed to synthesize the given product. (1) The reactants are: [C:1]([O:5][C:6]([N:8]1[C:16]2[C:11](=[CH:12][C:13]([CH:17]3[C:22]([C:23]#[N:24])=[C:21]([CH3:25])[NH:20][C:19]([CH3:26])=[C:18]3[C:27]#[N:28])=[CH:14][CH:15]=2)[C:10]([NH2:29])=[N:9]1)=[O:7])([CH3:4])([CH3:3])[CH3:2].[CH:30](=O)[CH3:31].C(O)(=O)C.C([BH3-])#N.[Na+]. Given the product [C:1]([O:5][C:6]([N:8]1[C:16]2[C:11](=[CH:12][C:13]([CH:17]3[C:22]([C:23]#[N:24])=[C:21]([CH3:25])[NH:20][C:19]([CH3:26])=[C:18]3[C:27]#[N:28])=[CH:14][CH:15]=2)[C:10]([NH:29][CH2:30][CH3:31])=[N:9]1)=[O:7])([CH3:4])([CH3:2])[CH3:3], predict the reactants needed to synthesize it. (2) Given the product [C:1]([O:5][C:6](=[O:16])[NH:7][C:8]1[CH:13]=[CH:12][CH:11]=[C:10]([CH2:14][Cl:25])[N:9]=1)([CH3:4])([CH3:3])[CH3:2], predict the reactants needed to synthesize it. The reactants are: [C:1]([O:5][C:6](=[O:16])[NH:7][C:8]1[CH:13]=[CH:12][CH:11]=[C:10]([CH2:14]O)[N:9]=1)([CH3:4])([CH3:3])[CH3:2].N1C=CC=CC=1.O=S(Cl)[Cl:25]. (3) Given the product [CH3:10][O:9][C:8]1[C:7](=[O:11])[CH:6]=[C:5]([CH3:13])[C:4](=[O:17])[C:3]=1[O:2][CH3:1], predict the reactants needed to synthesize it. The reactants are: [CH3:1][O:2][C:3]1[CH:4]=[C:5]([CH3:13])[CH:6]=[C:7]([O:11]C)[C:8]=1[O:9][CH3:10].OO.[N+]([O-])(O)=[O:17].O. (4) Given the product [NH2:2][C:3]1[C:8](=[N:26][C:23]2[CH:22]=[CH:21][C:20]([N:19]([CH2:27][CH2:28][CH2:29][CH2:30][CH3:31])[CH2:14][CH2:15][CH2:16][CH2:17][CH3:18])=[CH:25][CH:24]=2)[CH:7]=[C:6]([CH3:9])[C:5](=[O:10])[C:4]=1[Cl:11], predict the reactants needed to synthesize it. The reactants are: Cl.[NH2:2][C:3]1[C:4]([Cl:11])=[C:5]([OH:10])[C:6]([CH3:9])=[CH:7][CH:8]=1.Cl.Cl.[CH2:14]([N:19]([CH2:27][CH2:28][CH2:29][CH2:30][CH3:31])[C:20]1[CH:25]=[CH:24][C:23]([NH2:26])=[CH:22][CH:21]=1)[CH2:15][CH2:16][CH2:17][CH3:18].[OH-].[NH4+].OO. (5) Given the product [CH3:51][O:52][C:53](=[O:61])[C:54]1[CH:59]=[CH:58][C:57]([N:47]2[CH2:48][CH2:49][C:44]3([O:50][CH2:41][CH2:42][O:43]3)[CH2:45][CH2:46]2)=[CH:56][CH:55]=1, predict the reactants needed to synthesize it. The reactants are: CC(C1C=C(C(C)C)C(C2C=CC=CC=2P(C2CCCCC2)C2CCCCC2)=C(C(C)C)C=1)C.C(=O)([O-])[O-].[Cs+].[Cs+].[CH2:41]1[O:50][C:44]2([CH2:49][CH2:48][NH:47][CH2:46][CH2:45]2)[O:43][CH2:42]1.[CH3:51][O:52][C:53](=[O:61])[C:54]1[CH:59]=[CH:58][C:57](Br)=[CH:56][CH:55]=1. (6) Given the product [CH2:1]([C:8]1[O:12][N:11]=[C:10]([C:13]2[C:22](=[O:23])[C:21]3[CH2:20][NH:19][CH2:18][CH2:17][C:16]=3[N:15]([CH2:34][C:35]3[CH:40]=[CH:39][C:38]([C:41]([F:42])([F:44])[F:43])=[CH:37][C:36]=3[F:45])[CH:14]=2)[N:9]=1)[C:2]1[CH:7]=[CH:6][CH:5]=[CH:4][CH:3]=1, predict the reactants needed to synthesize it. The reactants are: [CH2:1]([C:8]1[O:12][N:11]=[C:10]([C:13]2[C:22](=[O:23])[C:21]3[CH2:20][N:19](C(OCC4C=CC=CC=4)=O)[CH2:18][CH2:17][C:16]=3[N:15]([CH2:34][C:35]3[CH:40]=[CH:39][C:38]([C:41]([F:44])([F:43])[F:42])=[CH:37][C:36]=3[F:45])[CH:14]=2)[N:9]=1)[C:2]1[CH:7]=[CH:6][CH:5]=[CH:4][CH:3]=1. (7) Given the product [NH2:14][C:13]1[CH:12]=[C:11]([Br:17])[CH:10]=[C:9]([O:18][CH2:19][C:20]2[CH:25]=[CH:24][CH:23]=[CH:22][CH:21]=2)[C:8]=1[NH:4][C:1](=[O:3])[CH3:2], predict the reactants needed to synthesize it. The reactants are: [C:1]([N:4]([C:8]1[C:13]([N+:14]([O-])=O)=[CH:12][C:11]([Br:17])=[CH:10][C:9]=1[O:18][CH2:19][C:20]1[CH:25]=[CH:24][CH:23]=[CH:22][CH:21]=1)C(=O)C)(=[O:3])[CH3:2].C.O.NN. (8) Given the product [C:50]1([C:56]2[CH:57]=[CH:58][C:59]([O:47][C:45](=[O:46])[N:42]([CH3:43])[C@H:41]3[C:3](=[O:17])[N:4]([CH:8]([Si:9]([CH3:12])([CH3:11])[CH3:10])[Si:13]([CH3:15])([CH3:14])[CH3:16])[C:40]3([CH3:49])[CH3:39])=[CH:60][CH:61]=2)[CH:51]=[CH:52][CH:53]=[CH:54][CH:55]=1, predict the reactants needed to synthesize it. The reactants are: N[C@@H]1C(C)(C)[N:4]([CH:8]([Si:13]([CH3:16])([CH3:15])[CH3:14])[Si:9]([CH3:12])([CH3:11])[CH3:10])[C:3]1=[O:17].CCN(C(C)C)C(C)C.C1(C2C=CC([C:39]3C=[CH:43][N:42]([C:45]([O-:47])=[O:46])[C:41](=O)[C:40]=3[CH3:49])=CC=2)C=CC=CC=1.[C:50]1([C:56]2[CH:61]=[CH:60][C:59](CO)=[CH:58][CH:57]=2)[CH:55]=[CH:54][CH:53]=[CH:52][CH:51]=1. (9) The reactants are: [Cl:1][C:2]1[CH:16]=[C:15]([N+:17]([O-:19])=[O:18])[C:14]([F:20])=[CH:13][C:3]=1[CH2:4]P(=O)(OCC)OCC.O=[C:22]1[CH2:27][CH2:26][N:25]([C:28]([O:30][C:31]([CH3:34])([CH3:33])[CH3:32])=[O:29])[CH2:24][CH2:23]1.[H-].[Na+]. Given the product [Cl:1][C:2]1[CH:16]=[C:15]([N+:17]([O-:19])=[O:18])[C:14]([F:20])=[CH:13][C:3]=1[CH:4]=[C:22]1[CH2:27][CH2:26][N:25]([C:28]([O:30][C:31]([CH3:34])([CH3:33])[CH3:32])=[O:29])[CH2:24][CH2:23]1, predict the reactants needed to synthesize it. (10) Given the product [N+:8]([C:7]1[CH:6]=[CH:5][N:4]=[CH:3][C:2]=1[NH:11][C@@H:12]([CH3:15])[CH2:13][OH:14])([O-:10])=[O:9], predict the reactants needed to synthesize it. The reactants are: F[C:2]1[CH:3]=[N:4][CH:5]=[CH:6][C:7]=1[N+:8]([O-:10])=[O:9].[NH2:11][C@@H:12]([CH3:15])[CH2:13][OH:14].C(=O)([O-])[O-].[K+].[K+].O.